Dataset: Reaction yield outcomes from USPTO patents with 853,638 reactions. Task: Predict the reaction yield, written as a fraction of the theoretical maximum amount of product (1.0 means a 100% yield; for example, 0.34 means a 34% yield). (1) The reactants are [H-].[Na+].[O:3]=[C:4]1[CH2:9][CH2:8][CH2:7][O:6][CH:5]1[C:10]([O:12][CH2:13][C:14]1[CH:19]=[CH:18][CH:17]=[CH:16][CH:15]=1)=[O:11].[CH3:20]N(C=O)C.IC. The catalyst is O.CCOCC. The product is [CH3:20][C:5]1([C:10]([O:12][CH2:13][C:14]2[CH:19]=[CH:18][CH:17]=[CH:16][CH:15]=2)=[O:11])[C:4](=[O:3])[CH2:9][CH2:8][CH2:7][O:6]1. The yield is 0.420. (2) The reactants are C(NC(C)C)(C)C.C([Li])CCC.[CH2:13]([O:15][C:16](=[O:24])[CH:17]([CH:19]1CCO[CH2:20]1)[CH3:18])[CH3:14].C(Br)=C.Cl.[O:29]1[CH2:33][CH2:32][CH2:31][CH2:30]1. The yield is 0.240. No catalyst specified. The product is [CH2:13]([O:15][C:16](=[O:24])[C:17]([CH3:18])([CH:31]1[CH2:32][CH2:33][O:29][CH2:30]1)[CH:19]=[CH2:20])[CH3:14]. (3) The reactants are [C:1]1([CH3:17])[CH:6]=[CH:5][C:4]([C:7]2[S:8][C:9]3[CH:15]=[CH:14][C:13]([NH2:16])=[CH:12][C:10]=3[N:11]=2)=[CH:3][CH:2]=1.[C:18](Cl)(=[O:22])[CH2:19][CH2:20][CH3:21].C(OCC)(=O)C. The catalyst is N1C=CC=CC=1. The product is [C:1]1([CH3:17])[CH:2]=[CH:3][C:4]([C:7]2[S:8][C:9]3[CH:15]=[CH:14][C:13]([NH:16][C:18](=[O:22])[CH2:19][CH2:20][CH3:21])=[CH:12][C:10]=3[N:11]=2)=[CH:5][CH:6]=1. The yield is 0.180. (4) The reactants are [C:1]([C:5]1[CH:10]=[C:9](Br)[C:8]([N+:12]([O-:14])=[O:13])=[CH:7][C:6]=1[O:15][CH3:16])([CH3:4])([CH3:3])[CH3:2].[F-:17].[K+].[K+].[Br-].Cl[C:22]([F:28])([F:27])C(OC)=O. The catalyst is CN(C=O)C.O.[Cu]I. The product is [C:1]([C:5]1[CH:10]=[C:9]([C:22]([F:28])([F:17])[F:27])[C:8]([N+:12]([O-:14])=[O:13])=[CH:7][C:6]=1[O:15][CH3:16])([CH3:4])([CH3:3])[CH3:2]. The yield is 0.610. (5) The reactants are [CH:1]1[C:6]([NH2:7])=[CH:5][CH:4]=[C:3]([S:8]([NH:11][C:12]2[S:16][CH:15]=[CH:14][N:13]=2)(=[O:10])=[O:9])[CH:2]=1.C[Al](C)C.[Si:21]([O:38][C@@H:39]1[CH2:43][CH2:42][O:41][C:40]1=[O:44])([C:34]([CH3:37])([CH3:36])[CH3:35])([C:28]1[CH:33]=[CH:32][CH:31]=[CH:30][CH:29]=1)[C:22]1[CH:27]=[CH:26][CH:25]=[CH:24][CH:23]=1. The catalyst is C(Cl)Cl. The product is [Si:21]([O:38][C@H:39]([CH2:43][CH2:42][OH:41])[C:40]([NH:7][C:6]1[CH:1]=[CH:2][C:3]([S:8](=[O:10])(=[O:9])[NH:11][C:12]2[S:16][CH:15]=[CH:14][N:13]=2)=[CH:4][CH:5]=1)=[O:44])([C:34]([CH3:37])([CH3:36])[CH3:35])([C:28]1[CH:33]=[CH:32][CH:31]=[CH:30][CH:29]=1)[C:22]1[CH:23]=[CH:24][CH:25]=[CH:26][CH:27]=1. The yield is 0.950. (6) The reactants are [CH2:1]([N:8]1C(=O)[O:11][N:10]=[C:9]1[C:14]1[C:18]([NH:19][CH2:20][C:21]2[CH:26]=[CH:25][CH:24]=[CH:23][CH:22]=2)=[N:17][O:16][N:15]=1)[C:2]1[CH:7]=[CH:6][CH:5]=[CH:4][CH:3]=1.[OH-].[Na+]. The catalyst is C(O)C.O. The product is [CH2:1]([NH:8][C:9]([C:14]1[C:18]([NH:19][CH2:20][C:21]2[CH:26]=[CH:25][CH:24]=[CH:23][CH:22]=2)=[N:17][O:16][N:15]=1)=[N:10][OH:11])[C:2]1[CH:3]=[CH:4][CH:5]=[CH:6][CH:7]=1. The yield is 0.900.